Predict the product of the given reaction. From a dataset of Forward reaction prediction with 1.9M reactions from USPTO patents (1976-2016). (1) Given the reactants CO.[S:3]1[C:7]2[CH:8]=[CH:9][C:10]([CH2:12][CH2:13][O:14][CH2:15][CH2:16][C:17]([O:19]C)=[O:18])=[CH:11][C:6]=2[CH:5]=[CH:4]1.[OH-].[K+], predict the reaction product. The product is: [S:3]1[C:7]2[CH:8]=[CH:9][C:10]([CH2:12][CH2:13][O:14][CH2:15][CH2:16][C:17]([OH:19])=[O:18])=[CH:11][C:6]=2[CH:5]=[CH:4]1. (2) Given the reactants [OH-].[Na+].C([O:5][C:6]([C:8]1([CH2:33][CH2:34][N:35]2[CH2:39][CH2:38][CH2:37][CH2:36]2)[CH2:13][CH2:12][N:11]([C:14]2[N:15]=[C:16]([NH:23][CH2:24][C:25]3[CH:30]=[CH:29][C:28]([Cl:31])=[CH:27][C:26]=3[Cl:32])[C:17]3[S:22][CH:21]=[CH:20][C:18]=3[N:19]=2)[CH2:10][CH2:9]1)=[O:7])C.Cl, predict the reaction product. The product is: [Cl:32][C:26]1[CH:27]=[C:28]([Cl:31])[CH:29]=[CH:30][C:25]=1[CH2:24][NH:23][C:16]1[C:17]2[S:22][CH:21]=[CH:20][C:18]=2[N:19]=[C:14]([N:11]2[CH2:10][CH2:9][C:8]([CH2:33][CH2:34][N:35]3[CH2:36][CH2:37][CH2:38][CH2:39]3)([C:6]([OH:7])=[O:5])[CH2:13][CH2:12]2)[N:15]=1. (3) Given the reactants [CH3:1][O:2][C:3](=[O:14])[C:4]1[CH:9]=[CH:8][CH:7]=[C:6]([O:10][CH2:11][C:12]#[CH:13])[CH:5]=1, predict the reaction product. The product is: [CH3:1][O:2][C:3]([C:4]1[C:5]2[CH:13]=[CH:12][CH2:11][O:10][C:6]=2[CH:7]=[CH:8][CH:9]=1)=[O:14]. (4) Given the reactants CS(C)=O.[CH3:5][C:6]1([CH3:24])[CH2:10][C:9]2[C:11]([CH3:23])=[C:12]([N:17]3[CH2:22][CH2:21][NH:20][CH2:19][CH2:18]3)[C:13]([CH3:16])=[C:14]([CH3:15])[C:8]=2[O:7]1.Br[C:26]1[N:31]=[CH:30][CH:29]=[CH:28][N:27]=1.C(N(C(C)C)CC)(C)C, predict the reaction product. The product is: [CH3:5][C:6]1([CH3:24])[CH2:10][C:9]2[C:11]([CH3:23])=[C:12]([N:17]3[CH2:18][CH2:19][N:20]([C:26]4[N:31]=[CH:30][CH:29]=[CH:28][N:27]=4)[CH2:21][CH2:22]3)[C:13]([CH3:16])=[C:14]([CH3:15])[C:8]=2[O:7]1. (5) Given the reactants [O:1]1[CH2:6][CH2:5][CH2:4][CH2:3][CH:2]1[N:7]1[C:11](B2OC(C)(C)C(C)(C)O2)=[CH:10][CH:9]=[N:8]1.Br[C:22]1[CH:30]=[C:29]2[C:25]([CH2:26][CH2:27][N:28]2[C:31](=[O:48])[C@@H:32]([NH:40][C:41](=[O:47])[O:42][C:43]([CH3:46])([CH3:45])[CH3:44])[CH2:33][C:34]2[CH:39]=[CH:38][CH:37]=[CH:36][CH:35]=2)=[CH:24][CH:23]=1.C(=O)([O-])[O-].[Na+].[Na+], predict the reaction product. The product is: [O:48]=[C:31]([N:28]1[C:29]2[C:25](=[CH:24][CH:23]=[C:22]([C:11]3[N:7]([CH:2]4[CH2:3][CH2:4][CH2:5][CH2:6][O:1]4)[N:8]=[CH:9][CH:10]=3)[CH:30]=2)[CH2:26][CH2:27]1)[C@@H:32]([NH:40][C:41](=[O:47])[O:42][C:43]([CH3:46])([CH3:44])[CH3:45])[CH2:33][C:34]1[CH:35]=[CH:36][CH:37]=[CH:38][CH:39]=1. (6) Given the reactants [Cl:1][C:2]1[CH:18]=[CH:17][C:5]2[CH2:6][CH2:7][N:8]([C:11](=[O:16])[C:12]([F:15])([F:14])[F:13])[CH2:9][CH2:10][C:4]=2[C:3]=1OS(C(F)(F)F)(=O)=O.C(Cl)Cl.O.[CH3:31][N:32](C=O)C, predict the reaction product. The product is: [Cl:1][C:2]1[CH:18]=[CH:17][C:5]2[CH2:6][CH2:7][N:8]([C:11](=[O:16])[C:12]([F:15])([F:14])[F:13])[CH2:9][CH2:10][C:4]=2[C:3]=1[C:31]#[N:32]. (7) Given the reactants [NH2:1][C:2]1[C:3]([C:9]([C:11]2[CH:16]=[CH:15][CH:14]=[C:13]([F:17])[CH:12]=2)=[O:10])=[N:4][CH:5]=[C:6]([Cl:8])[CH:7]=1.[CH:18]([O:21][C:22]1N=[CH:26][C:25]([S:28](Cl)(=[O:30])=[O:29])=[CH:24][CH:23]=1)([CH3:20])[CH3:19].N1C=CC=C[CH:33]=1, predict the reaction product. The product is: [Cl:8][C:6]1[CH:7]=[C:2]([NH:1][S:28]([C:25]2[CH:26]=[CH:33][C:22]([O:21][CH:18]([CH3:20])[CH3:19])=[CH:23][CH:24]=2)(=[O:30])=[O:29])[C:3]([C:9](=[O:10])[C:11]2[CH:16]=[CH:15][CH:14]=[C:13]([F:17])[CH:12]=2)=[N:4][CH:5]=1. (8) Given the reactants [N:1]1[CH:6]=[CH:5][CH:4]=[C:3]([NH:7][C:8](=[O:15])OCC(Cl)(Cl)Cl)[N:2]=1.[C:16]1([C:22]2[CH:27]=[CH:26][N:25]=[C:24]([N:28]3[CH2:33][CH2:32][NH:31][CH2:30][CH2:29]3)[CH:23]=2)[CH:21]=[CH:20][CH:19]=[CH:18][CH:17]=1.C(N(C(C)C)CC)(C)C.CS(C)=O, predict the reaction product. The product is: [C:16]1([C:22]2[CH:27]=[CH:26][N:25]=[C:24]([N:28]3[CH2:33][CH2:32][N:31]([C:8]([NH:7][C:3]4[N:2]=[N:1][CH:6]=[CH:5][CH:4]=4)=[O:15])[CH2:30][CH2:29]3)[CH:23]=2)[CH:17]=[CH:18][CH:19]=[CH:20][CH:21]=1. (9) The product is: [O:11]([C:9]1[CH:8]=[CH:7][C:3]([C:4]([OH:6])=[O:5])=[C:2]([NH:28][C:26]2[CH:25]=[CH:24][CH:23]=[C:22]3[C:27]=2[N:18]=[CH:19][CH:20]=[CH:21]3)[CH:10]=1)[C:12]1[CH:17]=[CH:16][CH:15]=[CH:14][CH:13]=1. Given the reactants I[C:2]1[CH:10]=[C:9]([O:11][C:12]2[CH:17]=[CH:16][CH:15]=[CH:14][CH:13]=2)[CH:8]=[CH:7][C:3]=1[C:4]([OH:6])=[O:5].[N:18]1[C:27]2[C:22](=[CH:23][CH:24]=[CH:25][C:26]=2[NH2:28])[CH:21]=[CH:20][CH:19]=1.CN1CCOCC1.C(O)(=O)CC(CC(O)=O)(C(O)=O)O, predict the reaction product.